From a dataset of Catalyst prediction with 721,799 reactions and 888 catalyst types from USPTO. Predict which catalyst facilitates the given reaction. (1) Reactant: [CH:1]1([CH2:6][CH:7]([C:18]2[NH:22][C:21]([C:23]([OH:25])=O)=[C:20]([CH3:26])[CH:19]=2)[C:8]2[CH:13]=[CH:12][C:11]([S:14]([CH3:17])(=[O:16])=[O:15])=[CH:10][CH:9]=2)[CH2:5][CH2:4][CH2:3][CH2:2]1.Cl.C[N:29](C)CCCN=C=NCC. Product: [CH:1]1([CH2:6][CH:7]([C:18]2[NH:22][C:21]([C:23]([NH2:29])=[O:25])=[C:20]([CH3:26])[CH:19]=2)[C:8]2[CH:13]=[CH:12][C:11]([S:14]([CH3:17])(=[O:16])=[O:15])=[CH:10][CH:9]=2)[CH2:5][CH2:4][CH2:3][CH2:2]1. The catalyst class is: 42. (2) Reactant: [Cl:1][C:2]1[CH:3]=[C:4]([CH:6]=[C:7]([Cl:9])[CH:8]=1)[NH2:5].[CH2:10]([C:12](=O)[C:13]([O-:15])=[O:14])[CH3:11].C=C[C:19]1[CH:24]=[CH:23][CH:22]=[CH:21][CH:20]=1.F[C:26](F)(F)[C:27](O)=O. Product: [CH2:26]([O:15][C:13]([CH:12]1[CH2:10][CH:11]([C:19]2[CH:24]=[CH:23][CH:22]=[CH:21][CH:20]=2)[C:3]2[C:4](=[CH:6][C:7]([Cl:9])=[CH:8][C:2]=2[Cl:1])[NH:5]1)=[O:14])[CH3:27]. The catalyst class is: 10.